Task: Predict the reaction yield, written as a fraction of the theoretical maximum amount of product (1.0 means a 100% yield; for example, 0.34 means a 34% yield).. Dataset: Reaction yield outcomes from USPTO patents with 853,638 reactions (1) The reactants are Br[C:2]1[N:7]=[C:6]([C:8]([OH:11])([CH3:10])[CH3:9])[CH:5]=[CH:4][CH:3]=1.[OH-].[NH4+].C([O-])([O-])=O.[K+].[K+].C[N:21](C)CCN. The catalyst is [Cu-]=O.C(O)CO. The product is [NH2:21][C:2]1[N:7]=[C:6]([C:8]([OH:11])([CH3:10])[CH3:9])[CH:5]=[CH:4][CH:3]=1. The yield is 0.555. (2) The yield is 1.00. The catalyst is C1COCC1. The reactants are [H-].[Al+3].[Li+].[H-].[H-].[H-].[CH3:7][C:8]1[CH:9]=[CH:10][C:11]2[O:12][CH2:13][C:14](=O)[NH:15][C:16]=2[N:17]=1. The product is [CH3:7][C:8]1[CH:9]=[CH:10][C:11]2[O:12][CH2:13][CH2:14][NH:15][C:16]=2[N:17]=1.